From a dataset of Catalyst prediction with 721,799 reactions and 888 catalyst types from USPTO. Predict which catalyst facilitates the given reaction. (1) The catalyst class is: 4. Reactant: C([O:5][C:6](=[O:35])[C:7]([CH3:34])([S:9][C:10]1[S:11][CH:12]=[C:13]([CH2:15][CH2:16][O:17][C:18]2[CH:23]=[CH:22][C:21]([C:24]3[CH:29]=[CH:28][C:27]([C:30]([F:33])([F:32])[F:31])=[CH:26][N:25]=3)=[CH:20][CH:19]=2)[N:14]=1)[CH3:8])(C)(C)C.FC(F)(F)C(O)=O. Product: [CH3:34][C:7]([S:9][C:10]1[S:11][CH:12]=[C:13]([CH2:15][CH2:16][O:17][C:18]2[CH:23]=[CH:22][C:21]([C:24]3[CH:29]=[CH:28][C:27]([C:30]([F:33])([F:32])[F:31])=[CH:26][N:25]=3)=[CH:20][CH:19]=2)[N:14]=1)([CH3:8])[C:6]([OH:35])=[O:5]. (2) Reactant: [F:1][C:2]1[CH:7]=[CH:6][C:5]([CH:8]([C:26]2[CH:31]=[CH:30][C:29]([F:32])=[CH:28][CH:27]=2)[C@H:9]2[N:14]3[CH2:15][CH2:16][NH:17][CH2:18][C@H:13]3[CH2:12][N:11]([C:19]([O:21][C:22]([CH3:25])([CH3:24])[CH3:23])=[O:20])[CH2:10]2)=[CH:4][CH:3]=1.[OH:33][CH2:34][C:35](O)=[O:36].O.ON1C2C=CC=CC=2N=N1.Cl.C(N=C=NCCCN(C)C)C. Product: [F:32][C:29]1[CH:28]=[CH:27][C:26]([CH:8]([C:5]2[CH:6]=[CH:7][C:2]([F:1])=[CH:3][CH:4]=2)[C@H:9]2[N:14]3[CH2:15][CH2:16][N:17]([C:34](=[O:33])[CH2:35][OH:36])[CH2:18][C@H:13]3[CH2:12][N:11]([C:19]([O:21][C:22]([CH3:25])([CH3:24])[CH3:23])=[O:20])[CH2:10]2)=[CH:31][CH:30]=1. The catalyst class is: 4. (3) Reactant: Cl.[CH3:2][NH:3][O:4][CH3:5].[CH2:6]([N:13]1[CH2:17][CH:16]([C:18]2[CH:23]=[CH:22][C:21]([Cl:24])=[C:20]([Cl:25])[CH:19]=2)[CH:15]([C:26](O)=[O:27])[CH2:14]1)[C:7]1[CH:12]=[CH:11][CH:10]=[CH:9][CH:8]=1.CCN(C(C)C)C(C)C.CN(C(ON1N=NC2C=CC=NC1=2)=[N+](C)C)C.F[P-](F)(F)(F)(F)F. Product: [CH3:5][O:4][N:3]([CH3:2])[C:26]([CH:15]1[CH:16]([C:18]2[CH:23]=[CH:22][C:21]([Cl:24])=[C:20]([Cl:25])[CH:19]=2)[CH2:17][N:13]([CH2:6][C:7]2[CH:8]=[CH:9][CH:10]=[CH:11][CH:12]=2)[CH2:14]1)=[O:27]. The catalyst class is: 39. (4) Reactant: C1(P(C2C=CC=CC=2)C2C=CC=CC=2)C=CC=CC=1.BrN1C(=O)CCC1=O.[Cl:28][C:29]1[CH:30]=[C:31]([C@@H:39]([CH2:49][CH:50]2[CH2:54][CH2:53][CH2:52][CH2:51]2)[C:40](NC2C=CN(C)N=2)=[O:41])[CH:32]=[CH:33][C:34]=1[S:35]([CH3:38])(=[O:37])=[O:36].[NH2:55][C:56]1[CH:60]=[CH:59][N:58]([C:61](=[O:67])[CH2:62][C:63]([OH:66])([CH3:65])[CH3:64])[N:57]=1.N1C(C)=CC=CC=1C. Product: [Cl:28][C:29]1[CH:30]=[C:31]([C@@H:39]([CH2:49][CH:50]2[CH2:54][CH2:53][CH2:52][CH2:51]2)[C:40]([NH:55][C:56]2[CH:60]=[CH:59][N:58]([C:61](=[O:67])[CH2:62][C:63]([OH:66])([CH3:65])[CH3:64])[N:57]=2)=[O:41])[CH:32]=[CH:33][C:34]=1[S:35]([CH3:38])(=[O:36])=[O:37]. The catalyst class is: 124.